This data is from Forward reaction prediction with 1.9M reactions from USPTO patents (1976-2016). The task is: Predict the product of the given reaction. (1) Given the reactants [Cl:1][C:2]1[CH:34]=[CH:33][C:5]2[N:6]([CH2:22][C:23]3[CH:28]=[C:27]([O:29][CH3:30])[CH:26]=[C:25]([O:31][CH3:32])[CH:24]=3)[C:7](=[O:21])[CH2:8][N:9]3[C:12](=[O:13])[C@@H:11]([OH:14])[C@:10]3([C:15]3[CH:20]=[CH:19][CH:18]=[CH:17][CH:16]=3)[C:4]=2[CH:3]=1.CS([C:39]1[N:44]=[C:43]([O:45][CH3:46])[CH:42]=[C:41]([O:47][CH3:48])[N:40]=1)(=O)=O, predict the reaction product. The product is: [Cl:1][C:2]1[CH:34]=[CH:33][C:5]2[N:6]([CH2:22][C:23]3[CH:24]=[C:25]([O:31][CH3:32])[CH:26]=[C:27]([O:29][CH3:30])[CH:28]=3)[C:7](=[O:21])[CH2:8][N:9]3[C:12](=[O:13])[C@@H:11]([O:14][C:39]4[N:44]=[C:43]([O:45][CH3:46])[CH:42]=[C:41]([O:47][CH3:48])[N:40]=4)[C@:10]3([C:15]3[CH:16]=[CH:17][CH:18]=[CH:19][CH:20]=3)[C:4]=2[CH:3]=1. (2) Given the reactants [CH3:1][O:2][C:3]1[C:8]2[C:9](=[O:23])[O:10][C:11]([C:13]3[C:22]4[C:17](=[CH:18][CH:19]=[CH:20][CH:21]=4)[CH:16]=[CH:15][CH:14]=3)=[N:12][C:7]=2[CH:6]=[CH:5][CH:4]=1.[N:24]1([CH2:29][CH2:30][NH2:31])[CH2:28][CH2:27][CH2:26][CH2:25]1, predict the reaction product. The product is: [CH3:1][O:2][C:3]1[C:8]([C:9]([NH:31][CH2:30][CH2:29][N:24]2[CH2:28][CH2:27][CH2:26][CH2:25]2)=[O:23])=[C:7]([NH:12][C:11]([C:13]2[C:22]3[C:21](=[CH:20][CH:19]=[CH:18][CH:17]=3)[CH:16]=[CH:15][CH:14]=2)=[O:10])[CH:6]=[CH:5][CH:4]=1. (3) Given the reactants [Cl:1][C:2]1[C:10]([F:11])=[C:9]2[C:5]([C:6]([S:19][C:20]3[CH:25]=[CH:24][CH:23]=[C:22]([C:26]([O:28][CH2:29][CH3:30])=[O:27])[C:21]=3[F:31])=[C:7]([CH:16]3[CH2:18][CH2:17]3)[N:8]2[CH2:12][C:13](O)=[O:14])=[CH:4][CH:3]=1.CN(C(ON1N=NC2C=CC=NC1=2)=[N+](C)C)C.F[P-](F)(F)(F)(F)F.[NH:56]1[C:64]2[C:59](=[CH:60][CH:61]=[CH:62][CH:63]=2)[CH2:58][CH2:57]1.CCN(C(C)C)C(C)C, predict the reaction product. The product is: [Cl:1][C:2]1[C:10]([F:11])=[C:9]2[C:5]([C:6]([S:19][C:20]3[C:21]([F:31])=[C:22]([CH:23]=[CH:24][CH:25]=3)[C:26]([O:28][CH2:29][CH3:30])=[O:27])=[C:7]([CH:16]3[CH2:18][CH2:17]3)[N:8]2[CH2:12][C:13]([N:56]2[C:64]3[C:59](=[CH:60][CH:61]=[CH:62][CH:63]=3)[CH2:58][CH2:57]2)=[O:14])=[CH:4][CH:3]=1. (4) Given the reactants [CH3:1][O:2][C:3]([CH:5]1[CH2:9][CH:8]([NH2:10])[CH2:7][N:6]1[C:11]([O:13][C:14]([CH3:17])([CH3:16])[CH3:15])=[O:12])=[O:4].CCN(C(C)C)C(C)C.[F:27][C:28]([F:35])([F:34])[C:29](OCC)=[O:30], predict the reaction product. The product is: [CH3:1][O:2][C:3]([CH:5]1[CH2:9][CH:8]([NH:10][C:29](=[O:30])[C:28]([F:35])([F:34])[F:27])[CH2:7][N:6]1[C:11]([O:13][C:14]([CH3:17])([CH3:16])[CH3:15])=[O:12])=[O:4]. (5) The product is: [CH:1]([O:4][C:5]([N:7]1[C@H:11]([CH2:12][CH3:13])[CH2:10][C@H:9]([N:14]([C:15]2[N:20]=[CH:19][C:18]([Br:21])=[CH:17][N:16]=2)[CH2:35][C:34]2[CH:37]=[C:38]([C:40]([F:41])([F:42])[F:43])[CH:39]=[C:32]([Cl:31])[CH:33]=2)[C@@H:8]1[CH2:22][C:23]1[CH:28]=[CH:27][CH:26]=[CH:25][CH:24]=1)=[O:6])([CH3:2])[CH3:3]. Given the reactants [CH:1]([O:4][C:5]([N:7]1[C@H:11]([CH2:12][CH3:13])[CH2:10][C@H:9]([NH:14][C:15]2[N:20]=[CH:19][C:18]([Br:21])=[CH:17][N:16]=2)[C@@H:8]1[CH2:22][C:23]1[CH:28]=[CH:27][CH:26]=[CH:25][CH:24]=1)=[O:6])([CH3:3])[CH3:2].[H-].[Na+].[Cl:31][C:32]1[CH:33]=[C:34]([CH:37]=[C:38]([C:40]([F:43])([F:42])[F:41])[CH:39]=1)[CH2:35]Br, predict the reaction product. (6) Given the reactants Cl[C:2]1[CH:3]=[CH:4][C:5]2[N:12]3[CH2:13][CH:8]([CH2:9][CH2:10][CH2:11]3)[NH:7][C:6]=2[N:14]=1.CC1(C)C(C)(C)OB([C:23]2[CH:28]=[CH:27][N:26]=[C:25]([C:29]([F:32])([F:31])[F:30])[CH:24]=2)O1.C(=O)([O-])[O-].[Cs+].[Cs+].CC(C1C=C(C(C)C)C(C2C=CC=CC=2P(C2CCCCC2)C2CCCCC2)=C(C(C)C)C=1)C, predict the reaction product. The product is: [F:30][C:29]([F:32])([F:31])[C:25]1[CH:24]=[C:23]([C:2]2[CH:3]=[CH:4][C:5]3[N:12]4[CH2:13][CH:8]([CH2:9][CH2:10][CH2:11]4)[NH:7][C:6]=3[N:14]=2)[CH:28]=[CH:27][N:26]=1.